Dataset: NCI-60 drug combinations with 297,098 pairs across 59 cell lines. Task: Regression. Given two drug SMILES strings and cell line genomic features, predict the synergy score measuring deviation from expected non-interaction effect. (1) Drug 1: COC1=C2C(=CC3=C1OC=C3)C=CC(=O)O2. Drug 2: CC1C(C(CC(O1)OC2CC(CC3=C2C(=C4C(=C3O)C(=O)C5=C(C4=O)C(=CC=C5)OC)O)(C(=O)CO)O)N)O.Cl. Cell line: RPMI-8226. Synergy scores: CSS=39.9, Synergy_ZIP=-0.907, Synergy_Bliss=-1.71, Synergy_Loewe=-4.61, Synergy_HSA=-0.369. (2) Drug 1: C1=NC2=C(N1)C(=S)N=C(N2)N. Drug 2: C1=CC=C(C(=C1)C(C2=CC=C(C=C2)Cl)C(Cl)Cl)Cl. Cell line: UO-31. Synergy scores: CSS=30.2, Synergy_ZIP=2.89, Synergy_Bliss=3.25, Synergy_Loewe=-13.2, Synergy_HSA=3.40. (3) Drug 1: C(CN)CNCCSP(=O)(O)O. Drug 2: CC1C(C(CC(O1)OC2CC(CC3=C2C(=C4C(=C3O)C(=O)C5=C(C4=O)C(=CC=C5)OC)O)(C(=O)CO)O)N)O.Cl. Cell line: SF-295. Synergy scores: CSS=44.1, Synergy_ZIP=5.05, Synergy_Bliss=3.60, Synergy_Loewe=-30.1, Synergy_HSA=3.97. (4) Synergy scores: CSS=21.4, Synergy_ZIP=-5.50, Synergy_Bliss=0.124, Synergy_Loewe=0.267, Synergy_HSA=-0.467. Cell line: T-47D. Drug 2: CC1C(C(CC(O1)OC2CC(CC3=C2C(=C4C(=C3O)C(=O)C5=C(C4=O)C(=CC=C5)OC)O)(C(=O)CO)O)N)O.Cl. Drug 1: C#CCC(CC1=CN=C2C(=N1)C(=NC(=N2)N)N)C3=CC=C(C=C3)C(=O)NC(CCC(=O)O)C(=O)O. (5) Drug 1: C1C(C(OC1N2C=NC3=C(N=C(N=C32)Cl)N)CO)O. Drug 2: C(CCl)NC(=O)N(CCCl)N=O. Cell line: SK-OV-3. Synergy scores: CSS=-1.72, Synergy_ZIP=-0.108, Synergy_Bliss=1.86, Synergy_Loewe=-5.19, Synergy_HSA=-3.65. (6) Drug 1: C1CCC(C1)C(CC#N)N2C=C(C=N2)C3=C4C=CNC4=NC=N3. Drug 2: CC1=C(N=C(N=C1N)C(CC(=O)N)NCC(C(=O)N)N)C(=O)NC(C(C2=CN=CN2)OC3C(C(C(C(O3)CO)O)O)OC4C(C(C(C(O4)CO)O)OC(=O)N)O)C(=O)NC(C)C(C(C)C(=O)NC(C(C)O)C(=O)NCCC5=NC(=CS5)C6=NC(=CS6)C(=O)NCCC[S+](C)C)O. Cell line: PC-3. Synergy scores: CSS=-1.80, Synergy_ZIP=-0.382, Synergy_Bliss=-1.84, Synergy_Loewe=-13.6, Synergy_HSA=-3.44. (7) Drug 1: CC12CCC3C(C1CCC2O)C(CC4=C3C=CC(=C4)O)CCCCCCCCCS(=O)CCCC(C(F)(F)F)(F)F. Drug 2: COCCOC1=C(C=C2C(=C1)C(=NC=N2)NC3=CC=CC(=C3)C#C)OCCOC.Cl. Cell line: SK-MEL-5. Synergy scores: CSS=-0.850, Synergy_ZIP=1.31, Synergy_Bliss=3.30, Synergy_Loewe=-3.33, Synergy_HSA=-1.47.